From a dataset of Full USPTO retrosynthesis dataset with 1.9M reactions from patents (1976-2016). Predict the reactants needed to synthesize the given product. Given the product [OH:8][C@@H:9]1[C@H:13]([CH2:14][O:15][S:49](=[O:51])(=[O:50])[NH2:52])[CH2:12][C@@H:11]([N:16]2[C:20]3[N:21]=[CH:22][N:23]=[C:24]([C:25]4[N:26]([C:36]([O:38][C:39]([CH3:42])([CH3:41])[CH3:40])=[O:37])[C:27]5[C:32]([CH:33]=4)=[CH:31][C:30]([O:34][CH3:35])=[CH:29][CH:28]=5)[C:19]=3[CH:18]=[CH:17]2)[CH2:10]1, predict the reactants needed to synthesize it. The reactants are: [Si]([O:8][C@@H:9]1[C@H:13]([CH2:14][OH:15])[CH2:12][C@@H:11]([N:16]2[C:20]3[N:21]=[CH:22][N:23]=[C:24]([C:25]4[N:26]([C:36]([O:38][C:39]([CH3:42])([CH3:41])[CH3:40])=[O:37])[C:27]5[C:32]([CH:33]=4)=[CH:31][C:30]([O:34][CH3:35])=[CH:29][CH:28]=5)[C:19]=3[CH:18]=[CH:17]2)[CH2:10]1)(C(C)(C)C)(C)C.CN(C=O)C.Cl[S:49]([NH2:52])(=[O:51])=[O:50].Cl.C(=O)([O-])[O-].[Na+].[Na+].